Predict the reactants needed to synthesize the given product. From a dataset of Full USPTO retrosynthesis dataset with 1.9M reactions from patents (1976-2016). (1) Given the product [F:39][C:33]1[CH:34]=[CH:35][CH:36]=[C:37]([F:38])[C:32]=1[S:29]([NH:28][C:24]1[CH:23]=[C:22]([C:15]2[N:16]=[C:17]([CH:19]([CH3:21])[CH3:20])[S:18][C:14]=2[C:12]2[CH:11]=[CH:10][N:9]=[C:8]([NH:52][C:49]3[CH:50]=[N:51][C:46]([N:40]4[CH2:41][CH2:42][O:43][CH2:44][CH2:45]4)=[CH:47][CH:48]=3)[N:13]=2)[CH:27]=[CH:26][N:25]=1)(=[O:31])=[O:30], predict the reactants needed to synthesize it. The reactants are: FC(F)(F)CO.Cl[C:8]1[N:13]=[C:12]([C:14]2[S:18][C:17]([CH:19]([CH3:21])[CH3:20])=[N:16][C:15]=2[C:22]2[CH:27]=[CH:26][N:25]=[C:24]([NH:28][S:29]([C:32]3[C:37]([F:38])=[CH:36][CH:35]=[CH:34][C:33]=3[F:39])(=[O:31])=[O:30])[CH:23]=2)[CH:11]=[CH:10][N:9]=1.[N:40]1([C:46]2[N:51]=[CH:50][C:49]([NH2:52])=[CH:48][CH:47]=2)[CH2:45][CH2:44][O:43][CH2:42][CH2:41]1. (2) Given the product [Br:1][C:2]1[C:3]([F:34])=[CH:4][C:5]2[CH:11]3[CH2:12][CH:9]([CH2:10]3)[N:8]3[C:13]([CH:20]([OH:21])[CH:22]4[CH2:25][N:24]([C:26]([O:28][C:29]([CH3:32])([CH3:30])[CH3:31])=[O:27])[CH2:23]4)=[C:14]([C:16](=[O:18])[NH2:40])[N:15]=[C:7]3[C:6]=2[CH:33]=1, predict the reactants needed to synthesize it. The reactants are: [Br:1][C:2]1[C:3]([F:34])=[CH:4][C:5]2[CH:11]3[CH2:12][CH:9]([CH2:10]3)[N:8]3[C:13]([CH:20]([CH:22]4[CH2:25][N:24]([C:26]([O:28][C:29]([CH3:32])([CH3:31])[CH3:30])=[O:27])[CH2:23]4)[OH:21])=[C:14]([C:16]([O:18]C)=O)[N:15]=[C:7]3[C:6]=2[CH:33]=1.C[O-].[Na+].C([NH2:40])=O. (3) Given the product [C:14]1([P:7](=[O:38])([C:1]2[CH:2]=[CH:3][CH:4]=[CH:5][CH:6]=2)[C:8]2[CH:13]=[CH:12][CH:11]=[CH:10][CH:9]=2)[CH:15]=[CH:16][CH:17]=[CH:18][CH:19]=1, predict the reactants needed to synthesize it. The reactants are: [C:1]1([P:7]([C:14]2[CH:19]=[CH:18][CH:17]=[CH:16][CH:15]=2)[C:8]2[CH:13]=[CH:12][CH:11]=[CH:10][CH:9]=2)[CH:6]=[CH:5][CH:4]=[CH:3][CH:2]=1.BrCC1C=CC2C(=CC=CC=2)C=1.BrC1C=CC(C=[O:38])=CC=1.C([O-])([O-])=O.[K+].[K+]. (4) Given the product [F:17][C:15]1[CH:16]=[C:11]2[C:10]([C:18]([NH2:20])=[O:19])=[N:9][N:8]([C:4]3[CH:5]=[CH:6][CH:7]=[C:2]([C:22]#[C:21][C@:23]4([OH:30])[CH2:27][CH2:26][N:25]([CH3:28])[C:24]4=[O:29])[CH:3]=3)[C:12]2=[N:13][CH:14]=1, predict the reactants needed to synthesize it. The reactants are: Br[C:2]1[CH:3]=[C:4]([N:8]2[C:12]3=[N:13][CH:14]=[C:15]([F:17])[CH:16]=[C:11]3[C:10]([C:18]([NH2:20])=[O:19])=[N:9]2)[CH:5]=[CH:6][CH:7]=1.[C:21]([C@:23]1([OH:30])[CH2:27][CH2:26][N:25]([CH3:28])[C:24]1=[O:29])#[CH:22]. (5) Given the product [CH2:71]([NH:49][C:48]([N:40]([CH2:36][CH2:37][CH2:38][CH2:39][CH2:6][CH2:7][CH2:8][CH2:9][N:10]1[CH2:26][CH2:25][CH2:24][CH2:23][O:22][C:21]2[CH:20]=[CH:19][CH:18]=[CH:17][C:16]=2[CH2:15][NH:14][C:13](=[N:27][C:28]([O:29][C:30]([CH3:32])([CH3:31])[CH3:33])=[O:34])[NH:12][C:11]1=[O:35])[C:41](=[O:47])[O:42][C:43]([CH3:46])([CH3:45])[CH3:44])=[N:52][C:53]([O:55][C:56]([CH3:59])([CH3:58])[CH3:57])=[O:54])/[CH:67]=[CH:68]/[CH3:69], predict the reactants needed to synthesize it. The reactants are: NCCCC[CH2:6][CH2:7][CH2:8][CH2:9][N:10]1[CH2:26][CH2:25][CH2:24][CH2:23][O:22][C:21]2[CH:20]=[CH:19][CH:18]=[CH:17][C:16]=2[CH2:15][NH:14][C:13](=[N:27][C:28](=[O:34])[O:29][C:30]([CH3:33])([CH3:32])[CH3:31])[NH:12][C:11]1=[O:35].[CH2:36]([N:40]([C:48](=[N:52][C:53]([O:55][C:56]([CH3:59])([CH3:58])[CH3:57])=[O:54])[NH:49]SC)[C:41](=[O:47])[O:42][C:43]([CH3:46])([CH3:45])[CH3:44])[CH:37]=[CH:38][CH3:39].CCN(CC)CC.[CH2:67]1[CH2:71]O[CH2:69][CH2:68]1. (6) Given the product [CH3:19][O:20][C:21]1[CH:22]=[CH:23][C:24]([C:25]([NH:27][NH:28][C:16](=[O:18])[CH2:15][C:13]2[CH:12]=[CH:11][C:9]3[CH:10]=[C:6]([C:4]([O:3][CH2:1][CH3:2])=[O:5])[S:7][C:8]=3[CH:14]=2)=[O:26])=[CH:29][CH:30]=1, predict the reactants needed to synthesize it. The reactants are: [CH2:1]([O:3][C:4]([C:6]1[S:7][C:8]2[CH:14]=[C:13]([CH2:15][C:16]([OH:18])=O)[CH:12]=[CH:11][C:9]=2[CH:10]=1)=[O:5])[CH3:2].[CH3:19][O:20][C:21]1[CH:30]=[CH:29][C:24]([C:25]([NH:27][NH2:28])=[O:26])=[CH:23][CH:22]=1.[Cl-].C(N=C=NCCC[NH+](C)C)C. (7) The reactants are: [Cl:1][C:2]1[C:10]2[N:9]=[C:8]([NH:11][C:12]3[C:17]([CH3:18])=[CH:16][C:15]([Cl:19])=[CH:14][C:13]=3[O:20][CH3:21])[N:7]([CH2:22][C:23]([O:25]C(C)C)=[O:24])[C:6]=2[C:5]([CH:29]([CH2:32][CH3:33])[CH2:30][CH3:31])=[CH:4][CH:3]=1.[OH-].[Na+].O.Cl. Given the product [Cl:1][C:2]1[C:10]2[N:9]=[C:8]([NH:11][C:12]3[C:17]([CH3:18])=[CH:16][C:15]([Cl:19])=[CH:14][C:13]=3[O:20][CH3:21])[N:7]([CH2:22][C:23]([OH:25])=[O:24])[C:6]=2[C:5]([CH:29]([CH2:32][CH3:33])[CH2:30][CH3:31])=[CH:4][CH:3]=1, predict the reactants needed to synthesize it. (8) Given the product [Cl:25][C@@:23]1([F:24])[C@H:22]([OH:26])[C@@H:21]([CH2:27][OH:28])[O:20][C@H:19]1[N:16]1[CH:17]=[CH:18][C:13]([NH:12][C:1](=[O:5])[CH:2]([CH3:4])[CH3:3])=[N:14][C:15]1=[O:29], predict the reactants needed to synthesize it. The reactants are: [C:1](O[C:1](=[O:5])[CH:2]([CH3:4])[CH3:3])(=[O:5])[CH:2]([CH3:4])[CH3:3].[NH2:12][C:13]1[CH:18]=[CH:17][N:16]([C@H:19]2[C@:23]([Cl:25])([F:24])[C@H:22]([OH:26])[C@@H:21]([CH2:27][OH:28])[O:20]2)[C:15](=[O:29])[N:14]=1.